Dataset: Forward reaction prediction with 1.9M reactions from USPTO patents (1976-2016). Task: Predict the product of the given reaction. (1) Given the reactants [CH3:1][C:2]1[CH:7]=[CH:6][C:5]([NH2:8])=[C:4]([N+:9]([O-:11])=[O:10])[CH:3]=1.[Br:12]Br, predict the reaction product. The product is: [Br:12][C:6]1[CH:7]=[C:2]([CH3:1])[CH:3]=[C:4]([N+:9]([O-:11])=[O:10])[C:5]=1[NH2:8]. (2) Given the reactants [CH2:1]([O:3][C:4]1[CH:5]=[C:6]([CH:12]=[C:13]([OH:15])[CH:14]=1)[C:7]([O:9][CH2:10][CH3:11])=[O:8])[CH3:2].Cl[CH2:17][C:18]1[N:19]=[C:20]([C:24]2[CH:29]=[CH:28][CH:27]=[CH:26][CH:25]=2)[O:21][C:22]=1[CH3:23].C(=O)([O-])[O-].[K+].[K+].Cl, predict the reaction product. The product is: [CH2:1]([O:3][C:4]1[CH:5]=[C:6]([CH:12]=[C:13]([O:15][CH2:17][C:18]2[N:19]=[C:20]([C:24]3[CH:29]=[CH:28][CH:27]=[CH:26][CH:25]=3)[O:21][C:22]=2[CH3:23])[CH:14]=1)[C:7]([O:9][CH2:10][CH3:11])=[O:8])[CH3:2]. (3) Given the reactants Cl[C:2]1[CH:7]=[C:6]([Cl:8])[N:5]=[CH:4][N:3]=1.[C:9]([O:13][C:14]([N:16]1[CH2:21][CH2:20][NH:19][CH2:18][CH2:17]1)=[O:15])([CH3:12])([CH3:11])[CH3:10], predict the reaction product. The product is: [C:9]([O:13][C:14]([N:16]1[CH2:21][CH2:20][N:19]([C:2]2[CH:7]=[C:6]([Cl:8])[N:5]=[CH:4][N:3]=2)[CH2:18][CH2:17]1)=[O:15])([CH3:12])([CH3:10])[CH3:11]. (4) Given the reactants [Br:1][C:2]1[C:3](=[O:31])[N:4]([CH2:19][C:20]2[CH:21]=[CH:22][C:23]([CH:29]=[CH2:30])=[C:24]([CH:28]=2)[C:25](O)=[O:26])[C:5]([CH3:18])=[CH:6][C:7]=1[O:8][CH2:9][C:10]1[CH:15]=[CH:14][C:13]([F:16])=[CH:12][C:11]=1[F:17].C(OC(Cl)=O)C(C)C.[CH3:40][N:41]1CCOCC1.CN, predict the reaction product. The product is: [Br:1][C:2]1[C:3](=[O:31])[N:4]([CH2:19][C:20]2[CH:21]=[CH:22][C:23]([CH:29]=[CH2:30])=[C:24]([CH:28]=2)[C:25]([NH:41][CH3:40])=[O:26])[C:5]([CH3:18])=[CH:6][C:7]=1[O:8][CH2:9][C:10]1[CH:15]=[CH:14][C:13]([F:16])=[CH:12][C:11]=1[F:17]. (5) Given the reactants C(OC[C:7]([CH2:20][OH:21])([CH2:14]OC(=O)C=C)[CH2:8]OC(=O)C=C)(=O)C=C.[C:59](OCC(CO[C:59](=[O:62])[CH:60]=[CH2:61])(COCC(CO[C:59](=[O:62])[CH:60]=[CH2:61])(CO[C:59](=[O:62])[CH:60]=[CH2:61])CO[C:59](=[O:62])[CH:60]=[CH2:61])CO[C:59](=[O:62])[CH:60]=[CH2:61])(=[O:62])[CH:60]=[CH2:61], predict the reaction product. The product is: [CH2:59]1[CH2:61][CH2:60][C:59]([OH:62])([C:20]([C:7]2[CH:8]=[CH:61][CH:60]=[CH:59][CH:14]=2)=[O:21])[CH2:61][CH2:60]1. (6) Given the reactants [CH3:1][O:2][C:3](=[O:15])[CH2:4][C:5]1[C:13]2[C:8](=[N:9][CH:10]=[CH:11][CH:12]=2)[NH:7][C:6]=1[CH3:14].CCN(P1(N(C)CCCN1C)=NC(C)(C)C)CC.Br[CH2:35][C:36]1[CH:41]=[CH:40][C:39]([S:42]([CH3:44])=[O:43])=[CH:38][CH:37]=1, predict the reaction product. The product is: [CH3:1][O:2][C:3](=[O:15])[CH2:4][C:5]1[C:13]2[C:8](=[N:9][CH:10]=[CH:11][CH:12]=2)[N:7]([CH2:35][C:36]2[CH:41]=[CH:40][C:39]([S:42]([CH3:44])=[O:43])=[CH:38][CH:37]=2)[C:6]=1[CH3:14]. (7) Given the reactants [Br:1][C:2]1[C:3]([F:12])=[C:4]2[C:10]([NH2:11])=[CH:9][NH:8][C:5]2=[N:6][CH:7]=1.[CH3:13][O:14][CH2:15][CH2:16][C:17](O)=[O:18].C(N(CC)CC)C.C1N(P(Cl)(N2C(=O)OCC2)=O)C(=O)OC1.O[Li].O, predict the reaction product. The product is: [Br:1][C:2]1[C:3]([F:12])=[C:4]2[C:10]([NH:11][C:17](=[O:18])[CH2:16][CH2:15][O:14][CH3:13])=[CH:9][NH:8][C:5]2=[N:6][CH:7]=1. (8) Given the reactants [C:1]([O:5][C:6]([N:8]1[CH2:13][CH2:12][N:11]([CH2:14][CH2:15][CH2:16]Cl)[CH2:10][CH2:9]1)=[O:7])([CH3:4])([CH3:3])[CH3:2].[N-:18]=[N+:19]=[N-:20].[Na+], predict the reaction product. The product is: [C:6]([N:8]1[CH2:13][CH2:12][N:11]([CH2:14][CH2:15][CH2:16][N:18]=[N+:19]=[N-:20])[CH2:10][CH2:9]1)([O:5][C:1]([CH3:4])([CH3:3])[CH3:2])=[O:7]. (9) The product is: [O:19]([C:20]1[CH:21]=[CH:22][C:23]([C:6](=[O:12])[C:7]([O:9][CH2:10][CH3:11])=[O:8])=[CH:24][CH:25]=1)[C:13]1[CH:18]=[CH:17][CH:16]=[CH:15][CH:14]=1. Given the reactants [Cl-].[Al+3].[Cl-].[Cl-].Cl[C:6](=[O:12])[C:7]([O:9][CH2:10][CH3:11])=[O:8].[C:13]1([O:19][C:20]2[CH:25]=[CH:24][CH:23]=[CH:22][CH:21]=2)[CH:18]=[CH:17][CH:16]=[CH:15][CH:14]=1, predict the reaction product. (10) The product is: [Cl:1][C:2]1[CH:3]=[C:4](/[C:8](=[N:19]\[OH:20])/[C:9](=[O:11])[CH3:10])[CH:5]=[CH:6][CH:7]=1. Given the reactants [Cl:1][C:2]1[CH:3]=[C:4]([CH2:8][C:9](=[O:11])[CH3:10])[CH:5]=[CH:6][CH:7]=1.[O-]CC.[Na+].CCO.[N:19](OCCC(C)C)=[O:20].C(OCC)C, predict the reaction product.